From a dataset of Reaction yield outcomes from USPTO patents with 853,638 reactions. Predict the reaction yield, written as a fraction of the theoretical maximum amount of product (1.0 means a 100% yield; for example, 0.34 means a 34% yield). (1) The reactants are [CH:1]1([C:9](=O)[CH2:10][CH3:11])[CH2:8][CH2:7][CH2:6][CH2:5][CH:4]=[CH:3][CH2:2]1.C([OH:15])C. The catalyst is [Pd]. The product is [CH:1]1([CH2:9][C:10](=[O:15])[CH3:11])[CH2:8][CH2:7][CH2:6][CH2:5][CH2:4][CH2:3][CH2:2]1. The yield is 0.520. (2) The reactants are [F:1][C:2]1[CH:7]=[CH:6][C:5]([C:8]2[O:9][C:10]3[CH:20]=[C:19]([N:21]([CH3:26])[S:22]([CH3:25])(=[O:24])=[O:23])[C:18]([C:27]4[CH:32]=[CH:31][CH:30]=[C:29](B5OC(C)(C)C(C)(C)O5)[CH:28]=4)=[CH:17][C:11]=3[C:12]=2[C:13]([NH:15][CH3:16])=[O:14])=[CH:4][CH:3]=1.[F:42][C:43]1[C:48]2[CH:49]=[C:50](I)[S:51][C:47]=2[CH:46]=[CH:45][CH:44]=1.[O-]P([O-])([O-])=O.[K+].[K+].[K+]. The catalyst is CN(C=O)C.C1C=CC(P(C2C=CC=CC=2)[C-]2C=CC=C2)=CC=1.C1C=CC(P(C2C=CC=CC=2)[C-]2C=CC=C2)=CC=1.Cl[Pd]Cl.[Fe+2]. The product is [F:42][C:43]1[C:48]2[CH:49]=[C:50]([C:29]3[CH:28]=[C:27]([C:18]4[C:19]([N:21]([CH3:26])[S:22]([CH3:25])(=[O:24])=[O:23])=[CH:20][C:10]5[O:9][C:8]([C:5]6[CH:4]=[CH:3][C:2]([F:1])=[CH:7][CH:6]=6)=[C:12]([C:13]([NH:15][CH3:16])=[O:14])[C:11]=5[CH:17]=4)[CH:32]=[CH:31][CH:30]=3)[S:51][C:47]=2[CH:46]=[CH:45][CH:44]=1. The yield is 0.587.